Regression. Given a peptide amino acid sequence and an MHC pseudo amino acid sequence, predict their binding affinity value. This is MHC class II binding data. From a dataset of Peptide-MHC class II binding affinity with 134,281 pairs from IEDB. The peptide sequence is PEPDFTIQYRNKIID. The MHC is DRB4_0103 with pseudo-sequence DRB4_0103. The binding affinity (normalized) is 0.623.